From a dataset of Reaction yield outcomes from USPTO patents with 853,638 reactions. Predict the reaction yield, written as a fraction of the theoretical maximum amount of product (1.0 means a 100% yield; for example, 0.34 means a 34% yield). (1) The reactants are C[O:2][C:3]1[CH:8]=[CH:7][CH:6]=[CH:5][C:4]=1[C:9]1[CH:14]=[CH:13][CH:12]=[C:11]([C:15]2[NH:19][N:18]=[N:17][N:16]=2)[CH:10]=1.Br. The catalyst is C(O)(=O)C. The product is [NH:19]1[C:15]([C:11]2[CH:10]=[C:9]([C:4]3[C:3]([OH:2])=[CH:8][CH:7]=[CH:6][CH:5]=3)[CH:14]=[CH:13][CH:12]=2)=[N:16][N:17]=[N:18]1. The yield is 0.828. (2) The reactants are [H-].[Na+].[Si:3]([O:20][CH2:21][CH2:22][O:23][CH2:24][C@H:25]([OH:35])[C:26]([NH:28][C:29]1[CH:34]=[CH:33][CH:32]=[CH:31][N:30]=1)=[O:27])([C:16]([CH3:19])([CH3:18])[CH3:17])([C:10]1[CH:15]=[CH:14][CH:13]=[CH:12][CH:11]=1)[C:4]1[CH:9]=[CH:8][CH:7]=[CH:6][CH:5]=1.Cl[C:37]1[N:42]=[CH:41][N:40]=[C:39]2[N:43]([C:46]3[CH:51]=[CH:50][CH:49]=[CH:48][C:47]=3[C:52]([F:55])([F:54])[F:53])[N:44]=[CH:45][C:38]=12.C(O)(=O)CC(CC(O)=O)(C(O)=O)O. The catalyst is C1COCC1. The product is [Si:3]([O:20][CH2:21][CH2:22][O:23][CH2:24][C@H:25]([O:35][C:37]1[N:42]=[CH:41][N:40]=[C:39]2[N:43]([C:46]3[CH:51]=[CH:50][CH:49]=[CH:48][C:47]=3[C:52]([F:55])([F:54])[F:53])[N:44]=[CH:45][C:38]=12)[C:26]([NH:28][C:29]1[CH:34]=[CH:33][CH:32]=[CH:31][N:30]=1)=[O:27])([C:16]([CH3:19])([CH3:18])[CH3:17])([C:10]1[CH:15]=[CH:14][CH:13]=[CH:12][CH:11]=1)[C:4]1[CH:9]=[CH:8][CH:7]=[CH:6][CH:5]=1. The yield is 0.950. (3) The reactants are Cl.[NH2:2][CH2:3][C:4]1[CH:5]=[C:6]2[C:10](=[CH:11][CH:12]=1)[C:9](=[O:13])[N:8]([CH:14]1[CH2:19][CH2:18][C:17](=[O:20])[NH:16][C:15]1=[O:21])[C:7]2=[O:22].[C:23](Cl)(=[O:28])[CH2:24][CH2:25][CH2:26][CH3:27].CCN(C(C)C)C(C)C. The catalyst is CC#N. The product is [O:21]=[C:15]1[CH:14]([N:8]2[C:7](=[O:22])[C:6]3[C:10](=[CH:11][CH:12]=[C:4]([CH2:3][NH:2][C:23](=[O:28])[CH2:24][CH2:25][CH2:26][CH3:27])[CH:5]=3)[C:9]2=[O:13])[CH2:19][CH2:18][C:17](=[O:20])[NH:16]1. The yield is 0.350. (4) The reactants are [CH2:1]([S:10]([C:13]1[CH:18]=[CH:17][CH:16]=[CH:15][CH:14]=1)(=[O:12])=[O:11])[C:2]([C:4]1[CH:9]=[CH:8][CH:7]=[CH:6][CH:5]=1)=[O:3].[F:19][C:20]1[CH:27]=[CH:26][C:23]([CH:24]=O)=[CH:22][CH:21]=1. No catalyst specified. The product is [C:13]1([S:10]([C:1](=[CH:24][C:23]2[CH:26]=[CH:27][C:20]([F:19])=[CH:21][CH:22]=2)[C:2]([C:4]2[CH:5]=[CH:6][CH:7]=[CH:8][CH:9]=2)=[O:3])(=[O:11])=[O:12])[CH:18]=[CH:17][CH:16]=[CH:15][CH:14]=1. The yield is 0.620. (5) The reactants are [NH:1]1[CH2:7][CH2:6][CH2:5][CH2:4][C:3]2[CH:8]=[CH:9][CH:10]=[CH:11][C:2]1=2.[N+:12]([O-])([O-:14])=[O:13].[K+].N. The catalyst is OS(O)(=O)=O. The product is [N+:12]([C:10]1[CH:9]=[CH:8][C:3]2[CH2:4][CH2:5][CH2:6][CH2:7][NH:1][C:2]=2[CH:11]=1)([O-:14])=[O:13]. The yield is 0.510. (6) The reactants are C[O:2][C:3](=[O:38])[CH:4](NC([C@H]1CSCN1C(=O)C)=O)[CH2:5][NH:6][C:7]([N:9]1[CH2:26][CH2:25][C:12]2([N:16]([C:17]3[CH:22]=[CH:21][CH:20]=[CH:19][CH:18]=3)[CH2:15][N:14]([CH3:23])[C:13]2=[O:24])[CH2:11][CH2:10]1)=[O:8].Cl. The catalyst is O1CCCC1.[OH-].[Li+]. The product is [CH3:23][N:14]1[C:13](=[O:24])[C:12]2([CH2:25][CH2:26][N:9]([C:7]([NH:6][CH2:5][CH2:4][C:3]([OH:38])=[O:2])=[O:8])[CH2:10][CH2:11]2)[N:16]([C:17]2[CH:18]=[CH:19][CH:20]=[CH:21][CH:22]=2)[CH2:15]1. The yield is 0.760.